Dataset: Catalyst prediction with 721,799 reactions and 888 catalyst types from USPTO. Task: Predict which catalyst facilitates the given reaction. (1) Product: [CH3:20][Si:21]([CH3:23])([CH3:22])[O:8][CH:9]1[CH2:14][C:13]([CH3:15])([CH3:16])[NH+:12]([O-:17])[C:11]([CH3:19])([CH3:18])[CH2:10]1. The catalyst class is: 4. Reactant: C(N(CC)CC)C.[OH:8][CH:9]1[CH2:14][C:13]([CH3:16])([CH3:15])[NH+:12]([O-:17])[C:11]([CH3:19])([CH3:18])[CH2:10]1.[CH3:20][Si:21](Cl)([CH3:23])[CH3:22]. (2) Reactant: [C:1]([O:5][C:6]([NH:8][C@@H:9]([C:13]([CH3:16])([CH3:15])[CH3:14])[C:10]([OH:12])=O)=[O:7])([CH3:4])([CH3:3])[CH3:2].[F:17][C:18]1[C:23]([F:24])=[CH:22][CH:21]=[CH:20][C:19]=1[C@H:25]([N:27]([CH2:40][C:41]1[CH:50]=[CH:49][C:44]([C:45]([O:47][CH3:48])=[O:46])=[CH:43][CH:42]=1)[C:28]([C@@H:30]1[CH2:39][C:38]2[C:33](=[CH:34][CH:35]=[CH:36][CH:37]=2)[CH2:32][NH:31]1)=[O:29])[CH3:26].C(Cl)CCl.N1C2C(=NC=CC=2)N(O)N=1.CN1CCOCC1. Product: [C:1]([O:5][C:6]([NH:8][C@@H:9]([C:13]([CH3:16])([CH3:15])[CH3:14])[C:10]([N:31]1[C@H:30]([C:28]([N:27]([CH2:40][C:41]2[CH:42]=[CH:43][C:44]([C:45]([O:47][CH3:48])=[O:46])=[CH:49][CH:50]=2)[C@@H:25]([C:19]2[CH:20]=[CH:21][CH:22]=[C:23]([F:24])[C:18]=2[F:17])[CH3:26])=[O:29])[CH2:39][C:38]2[C:33](=[CH:34][CH:35]=[CH:36][CH:37]=2)[CH2:32]1)=[O:12])=[O:7])([CH3:2])([CH3:3])[CH3:4]. The catalyst class is: 163. (3) Product: [C:33]([NH:36][NH:37][C:12]([C:9]1[C:8]([C@@H:15]([N:17]2[C:18](=[O:27])[C:19]3[C:24](=[CH:23][CH:22]=[CH:21][CH:20]=3)[C:25]2=[O:26])[CH3:16])=[CH:7][C:6]2[C:11](=[C:2]([Cl:1])[CH:3]=[CH:4][CH:5]=2)[N:10]=1)=[O:13])(=[O:35])[CH3:34]. Reactant: [Cl:1][C:2]1[CH:3]=[CH:4][CH:5]=[C:6]2[C:11]=1[N:10]=[C:9]([C:12](O)=[O:13])[C:8]([C@@H:15]([N:17]1[C:25](=[O:26])[C:24]3[C:19](=[CH:20][CH:21]=[CH:22][CH:23]=3)[C:18]1=[O:27])[CH3:16])=[CH:7]2.C(=O)(O)[O-].[Na+].[C:33]([NH:36][NH2:37])(=[O:35])[CH3:34]. The catalyst class is: 248. (4) Reactant: CC(OC(/N=N/C(OC(C)C)=O)=O)C.[F:15][C:16]([F:35])([F:34])[C:17]1[C:21]([CH2:22]O)=[CH:20][N:19]([CH:24]2[CH2:29][CH2:28][CH:27]([C:30]([F:33])([F:32])[F:31])[CH2:26][CH2:25]2)[N:18]=1.[C:36]1(=[O:46])[C:44]2[C:39](=[CH:40][CH:41]=[CH:42][CH:43]=2)[C:38](=[O:45])[NH:37]1.C1C=CC(P(C2C=CC=CC=2)C2C=CC=CC=2)=CC=1. Product: [F:35][C:16]([F:15])([F:34])[C:17]1[C:21]([CH2:22][N:37]2[C:38](=[O:45])[C:39]3[C:44](=[CH:43][CH:42]=[CH:41][CH:40]=3)[C:36]2=[O:46])=[CH:20][N:19]([CH:24]2[CH2:25][CH2:26][CH:27]([C:30]([F:31])([F:32])[F:33])[CH2:28][CH2:29]2)[N:18]=1. The catalyst class is: 7. (5) Reactant: Cl.[NH2:2][C@H:3]1[CH2:8][CH2:7][CH2:6][N:5]([C:9]([C:11]2[S:12][C:13]([C:16]3[C:20]([CH3:21])=[C:19]([C:22]([F:25])([F:24])[F:23])[O:18][N:17]=3)=[CH:14][CH:15]=2)=[O:10])[CH2:4]1.Cl.[CH3:27][N:28]([CH2:30][C:31](Cl)=[O:32])[CH3:29].C(N(CC)CC)C. Product: [CH3:27][N:28]([CH3:29])[CH2:30][C:31]([NH:2][C@H:3]1[CH2:8][CH2:7][CH2:6][N:5]([C:9]([C:11]2[S:12][C:13]([C:16]3[C:20]([CH3:21])=[C:19]([C:22]([F:25])([F:24])[F:23])[O:18][N:17]=3)=[CH:14][CH:15]=2)=[O:10])[CH2:4]1)=[O:32]. The catalyst class is: 1.